From a dataset of Full USPTO retrosynthesis dataset with 1.9M reactions from patents (1976-2016). Predict the reactants needed to synthesize the given product. Given the product [CH3:1][Si:2]([CH3:17])([CH3:18])[C:3]1[CH:4]=[C:5]2[C:9](=[CH:10][CH:11]=1)[N:8]([CH2:19][C:20]1[CH:25]=[CH:24][CH:23]=[C:22]([CH3:26])[CH:21]=1)[C:7]([C:12]([O:14][CH2:15][CH3:16])=[O:13])=[CH:6]2, predict the reactants needed to synthesize it. The reactants are: [CH3:1][Si:2]([CH3:18])([CH3:17])[C:3]1[CH:4]=[C:5]2[C:9](=[CH:10][CH:11]=1)[NH:8][C:7]([C:12]([O:14][CH2:15][CH3:16])=[O:13])=[CH:6]2.[CH3:19][C:20]1[CH:21]=[C:22]([CH2:26]O)[CH:23]=[CH:24][CH:25]=1.C(C=P(CCCC)(CCCC)CCCC)#N.